From a dataset of HIV replication inhibition screening data with 41,000+ compounds from the AIDS Antiviral Screen. Binary Classification. Given a drug SMILES string, predict its activity (active/inactive) in a high-throughput screening assay against a specified biological target. (1) The compound is Cl.OCC1NCC(O)C(O)C1O. The result is 0 (inactive). (2) The drug is O=C1CCCNn2c(nc3ncccc3c2=O)N1. The result is 0 (inactive). (3) The molecule is Cc1cc2c(cc1Cl)SC(NN(C)C)=NS2(=O)=O. The result is 0 (inactive). (4) The molecule is CC1(CC(O)(C(F)(F)F)C(F)(F)F)NC(=O)NC1=O. The result is 0 (inactive). (5) The drug is CS(C)=[O+][Ru-4]([ClH+])([ClH+])([ClH+])([ClH+])[n+]1cc2ccccc2[n-]1.[Na+]. The result is 0 (inactive). (6) The compound is Cc1ccc(C)c(NC(=O)C(=O)CC(=O)C2CCOC2=O)c1. The result is 0 (inactive). (7) The drug is O=C1NC(NN=CC(O)C(O)C(O)C(O)CO)=NC1=Cc1ccc(Cl)cc1. The result is 0 (inactive). (8) The molecule is COc1ccc(-c2c3c(n(C4OC(COC(C)=O)C(OC(C)=O)C(OC(C)=O)C4OC(C)=O)c(=S)c2C#N)CC(C)(C)CC3=O)cc1. The result is 0 (inactive).